Dataset: Reaction yield outcomes from USPTO patents with 853,638 reactions. Task: Predict the reaction yield, written as a fraction of the theoretical maximum amount of product (1.0 means a 100% yield; for example, 0.34 means a 34% yield). (1) The reactants are Br[CH2:2][C:3]1[CH:11]=[CH:10][C:6]([C:7]([OH:9])=[O:8])=[CH:5][C:4]=1[N+:12]([O-:14])=[O:13].[NH3:15]. The catalyst is CCO. The product is [NH2:15][CH2:2][C:3]1[CH:11]=[CH:10][C:6]([C:7]([OH:9])=[O:8])=[CH:5][C:4]=1[N+:12]([O-:14])=[O:13]. The yield is 0.680. (2) The reactants are [OH-].[Li+].[Cl:3][C:4]1[N:5]=[CH:6][C:7]2[C:12]([C:13]([O:15]C)=[O:14])=[C:11]([CH3:17])[N:10]([C@@H:18]([C:20]3[CH:25]=[CH:24][CH:23]=[CH:22][CH:21]=3)[CH3:19])[C:8]=2[N:9]=1. The catalyst is O.O1CCCC1.CO. The product is [Cl:3][C:4]1[N:5]=[CH:6][C:7]2[C:12]([C:13]([OH:15])=[O:14])=[C:11]([CH3:17])[N:10]([C@@H:18]([C:20]3[CH:25]=[CH:24][CH:23]=[CH:22][CH:21]=3)[CH3:19])[C:8]=2[N:9]=1. The yield is 0.750. (3) The reactants are [Cl-].O[NH3+:3].[C:4](=[O:7])([O-])[OH:5].[Na+].CS(C)=O.[F:13][C:14]1[CH:15]=[C:16]([C:40]2[C:41]([C:46]#[N:47])=[CH:42][CH:43]=[CH:44][CH:45]=2)[CH:17]=[CH:18][C:19]=1[CH2:20][C:21]1[C:22](=[O:39])[N:23]([C:33]2[CH:38]=[CH:37][CH:36]=[CH:35][CH:34]=2)[C:24]2[N:25]([N:30]=[CH:31][N:32]=2)[C:26]=1[CH2:27][CH2:28][CH3:29]. The catalyst is C(OCC)(=O)C. The product is [F:13][C:14]1[CH:15]=[C:16]([C:40]2[CH:45]=[CH:44][CH:43]=[CH:42][C:41]=2[C:46]2[NH:3][C:4](=[O:7])[O:5][N:47]=2)[CH:17]=[CH:18][C:19]=1[CH2:20][C:21]1[C:22](=[O:39])[N:23]([C:33]2[CH:38]=[CH:37][CH:36]=[CH:35][CH:34]=2)[C:24]2[N:25]([N:30]=[CH:31][N:32]=2)[C:26]=1[CH2:27][CH2:28][CH3:29]. The yield is 0.480. (4) The yield is 0.650. The product is [Br:18][C:19]1[CH:28]=[CH:27][C:22]2[N:23]=[C:24]([O:15][CH:12]3[CH2:11][CH2:10][N:9]([C:7]4[O:6][N:5]=[C:4]([CH:1]([CH3:3])[CH3:2])[N:8]=4)[CH2:14][CH2:13]3)[S:25][C:21]=2[CH:20]=1. The reactants are [CH:1]([C:4]1[N:8]=[C:7]([N:9]2[CH2:14][CH2:13][CH:12]([OH:15])[CH2:11][CH2:10]2)[O:6][N:5]=1)([CH3:3])[CH3:2].[H-].[Na+].[Br:18][C:19]1[CH:28]=[CH:27][C:22]2[N:23]=[C:24](Cl)[S:25][C:21]=2[CH:20]=1. The catalyst is C1COCC1.O. (5) The product is [CH3:15][C:14]1[N:13]=[C:12]2[S:16][C:17]3[CH2:21][CH2:20][CH2:19][C:18]=3[C:11]2=[C:10]([C:22]2[O:23][CH:24]=[CH:25][CH:26]=2)[C:9]=1[CH:2]([CH2:6][CH2:7][CH3:8])[C:3]([OH:5])=[O:4]. The catalyst is CO. The reactants are C[C:2]([C:9]1[C:10]([C:22]2[O:23][CH:24]=[CH:25][CH:26]=2)=[C:11]2[C:18]3[CH2:19][CH2:20][CH2:21][C:17]=3[S:16][C:12]2=[N:13][C:14]=1[CH3:15])([CH2:6][CH2:7][CH3:8])[C:3]([O-:5])=[O:4].[OH-].[Na+].Cl. The yield is 0.680. (6) The reactants are [N+:1]([C:4]1[CH:12]=[CH:11][CH:10]=[C:9]2[C:5]=1[CH:6]=[N:7][N:8]2[CH2:13][CH:14]1[CH2:19][CH2:18][CH2:17][N:16]([C:20](=[O:22])[CH3:21])[CH2:15]1)([O-])=O. The catalyst is CO.[Pd]. The product is [NH2:1][C:4]1[CH:12]=[CH:11][CH:10]=[C:9]2[C:5]=1[CH:6]=[N:7][N:8]2[CH2:13][CH:14]1[CH2:19][CH2:18][CH2:17][N:16]([C:20](=[O:22])[CH3:21])[CH2:15]1. The yield is 1.00.